Dataset: Experimentally validated miRNA-target interactions with 360,000+ pairs, plus equal number of negative samples. Task: Binary Classification. Given a miRNA mature sequence and a target amino acid sequence, predict their likelihood of interaction. (1) The miRNA is ath-miR774a with sequence UUGGUUACCCAUAUGGCCAUC. The protein sequence of the target gene is METLPGLLQRPDPGALSAAQLEQLRKFKIQTRIANEKYLRTHKEVEWLISGFFREIFLKRPDNILEFAADYFTDPRLPNKIHMQLIKDKKAA. Result: 0 (no interaction). (2) The miRNA is hsa-miR-7110-3p with sequence UCUCUCUCCCACUUCCCUGCAG. The protein sequence of the target gene is MKAMPWNWTCLLSHLLMVGMGSSTLLTRQPAPLSQKQRSFVTFRGEPAEGFNHLVVDERTGHIYLGAVNRIYKLSSDLKVLVTHETGPDEDNPKCYPPRIVQTCNEPLTTTNNVNKMLLIDYKENRLIACGSLYQGICKLLRLEDLFKLGEPYHKKEHYLSGVNESGSVFGVIVSYSNLDDKLFIATAVDGKPEYFPTISSRKLTKNSEADGMFAYVFHDEFVASMIKIPSDTFTIIPDFDIYYVYGFSSGNFVYFLTLQPEMVSPPGSTTKEQVYTSKLVRLCKEDTAFNSYVEVPIGC.... Result: 1 (interaction). (3) The miRNA is hsa-miR-4722-5p with sequence GGCAGGAGGGCUGUGCCAGGUUG. The protein sequence of the target gene is MATVPGLQPLPTLEQDLEQEEILIVKVEEDFCLEEEPSVETEDPSPETFRQLFRLFCYQEVAGPREALSRLWELCCRWLRPELRTKEQILELLVLEQFLTVLPGEIQARVREQQPESGEEAVVLVEGLQRKPRKHRQRGSELLSDDEVPLGIGGQFLKHQAEAQPEDLSLEEEARFSSQQPPAQLSHRPQRGPLLWPERGPPAPRHQEMASASPFLSAWSQVPVNLEDVAVYLSGEEPRCMDPAQRDAPLENEGPGIQLEDGGDGREDAPLRMEWYRVLSARCQGPGHPLPGQRPAPVRG.... Result: 1 (interaction).